This data is from Retrosynthesis with 50K atom-mapped reactions and 10 reaction types from USPTO. The task is: Predict the reactants needed to synthesize the given product. (1) Given the product COc1cc(C(=O)NC(C)(C)C)ccc1CBr, predict the reactants needed to synthesize it. The reactants are: COc1cc(C(=O)NC(C)(C)C)ccc1C.O=C1CCC(=O)N1Br. (2) The reactants are: CC(=O)OC(C)=O.COc1ccc(OCCOC2CCCCO2)c(CNc2cc(F)ccc2Oc2ccccc2)c1. Given the product COc1ccc(OCCOC2CCCCO2)c(CN(C(C)=O)c2cc(F)ccc2Oc2ccccc2)c1, predict the reactants needed to synthesize it. (3) Given the product Cn1c(-c2ccccc2Cl)nnc1C1(C(=O)NC23CC4CC(CC(C4)C2)C3)CCC1, predict the reactants needed to synthesize it. The reactants are: Cn1c(-c2ccccc2Cl)nnc1C1(C(=O)O)CCC1.NC12CC3CC(CC(C3)C1)C2. (4) Given the product COc1ccc2nccc(CCN3CCOC(CNC(=O)c4ccc5c(n4)NC(=O)CS5)C3)c2n1, predict the reactants needed to synthesize it. The reactants are: COc1ccc2nccc(CCN3CCOC(CN)C3)c2n1.O=C1CSc2ccc(C(=O)O)nc2N1. (5) Given the product CCOC(=O)N1CCC(Nc2nc3ccccc3n2Cc2csc(C)n2)CC1, predict the reactants needed to synthesize it. The reactants are: CCOC(=O)N1CCC(Nc2nc3ccccc3[nH]2)CC1.Cc1nc(CCl)cs1. (6) Given the product COC(=O)c1csc(Br)c1N(Cc1cccnc1)S(=O)(=O)c1ccc(OC)cc1, predict the reactants needed to synthesize it. The reactants are: COC(=O)c1csc(Br)c1NS(=O)(=O)c1ccc(OC)cc1.ClCc1cccnc1.